From a dataset of Full USPTO retrosynthesis dataset with 1.9M reactions from patents (1976-2016). Predict the reactants needed to synthesize the given product. Given the product [C:31]1([S:37]([N:40]2[C:44]3[N:45]=[CH:46][N:47]=[C:48]([N:21]4[CH2:22][CH2:23][CH:18]([C:4]5[NH:5][C:6]([C:7]6[CH:12]=[CH:11][CH:10]=[C:9]([O:13][C:14]([F:15])([F:17])[F:16])[CH:8]=6)=[C:2]([CH3:1])[N:3]=5)[CH2:19][CH2:20]4)[C:43]=3[CH:42]=[C:41]2[I:50])(=[O:38])=[O:39])[CH:32]=[CH:33][CH:34]=[CH:35][CH:36]=1, predict the reactants needed to synthesize it. The reactants are: [CH3:1][C:2]1[N:3]=[C:4]([CH:18]2[CH2:23][CH2:22][NH:21][CH2:20][CH2:19]2)[NH:5][C:6]=1[C:7]1[CH:12]=[CH:11][CH:10]=[C:9]([O:13][C:14]([F:17])([F:16])[F:15])[CH:8]=1.FC(F)(F)C(O)=O.[C:31]1([S:37]([N:40]2[C:44]3[N:45]=[CH:46][N:47]=[C:48](Cl)[C:43]=3[CH:42]=[C:41]2[I:50])(=[O:39])=[O:38])[CH:36]=[CH:35][CH:34]=[CH:33][CH:32]=1.C(=O)([O-])[O-].[K+].[K+].